Dataset: Acute oral toxicity (LD50) regression data from Zhu et al.. Task: Regression/Classification. Given a drug SMILES string, predict its toxicity properties. Task type varies by dataset: regression for continuous values (e.g., LD50, hERG inhibition percentage) or binary classification for toxic/non-toxic outcomes (e.g., AMES mutagenicity, cardiotoxicity, hepatotoxicity). Dataset: ld50_zhu. The drug is Nc1cc(N2CCCCC2)nc(N)[n+]1[O-]. The rat oral LD50 is 2.20, given as -log10 of the dose in mol/kg body weight (higher means more acutely toxic).